This data is from Forward reaction prediction with 1.9M reactions from USPTO patents (1976-2016). The task is: Predict the product of the given reaction. (1) Given the reactants [Cl:1][C:2]1[CH:3]=[C:4]([C:9]2([C:14]([F:17])([F:16])[F:15])[CH2:13][CH2:12][NH:11][CH2:10]2)[CH:5]=[C:6]([Cl:8])[CH:7]=1.[Br:18][C:19]1[CH:24]=[C:23](F)[CH:22]=[CH:21][C:20]=1[N+:26]([O-:28])=[O:27].C(=O)([O-])[O-].[K+].[K+].O, predict the reaction product. The product is: [Br:18][C:19]1[CH:24]=[C:23]([N:11]2[CH2:12][CH2:13][C:9]([C:4]3[CH:3]=[C:2]([Cl:1])[CH:7]=[C:6]([Cl:8])[CH:5]=3)([C:14]([F:17])([F:16])[F:15])[CH2:10]2)[CH:22]=[CH:21][C:20]=1[N+:26]([O-:28])=[O:27]. (2) Given the reactants [N+:1]([C:4]1[CH:5]=[CH:6][C:7]([NH:10][CH2:11][CH2:12][OH:13])=[N:8][CH:9]=1)([O-])=O, predict the reaction product. The product is: [NH2:1][C:4]1[CH:5]=[CH:6][C:7]([NH:10][CH2:11][CH2:12][OH:13])=[N:8][CH:9]=1. (3) Given the reactants [S:1]1[C:5]2[C:6](B3OC(C)(C)C(C)(C)O3)=[CH:7][CH:8]=[CH:9][C:4]=2[CH:3]=[CH:2]1.Br[C:20]1[CH:25]=[CH:24][CH:23]=[CH:22][N:21]=1.ClCCl.C(=O)([O-])[O-].[Cs+].[Cs+], predict the reaction product. The product is: [S:1]1[C:5]2[C:6]([C:20]3[CH:25]=[CH:24][CH:23]=[CH:22][N:21]=3)=[CH:7][CH:8]=[CH:9][C:4]=2[CH:3]=[CH:2]1. (4) Given the reactants [NH2:1][C:2]1[N:3]=[C:4](S(C)(=O)=O)[S:5][C:6]=1[C:7]#[N:8].[C:13]([NH:20][CH2:21][CH2:22][NH2:23])([O:15][C:16]([CH3:19])([CH3:18])[CH3:17])=[O:14].CCN(C(C)C)C(C)C.O, predict the reaction product. The product is: [NH2:1][C:2]1[N:3]=[C:4]([NH:23][CH2:22][CH2:21][NH:20][C:13](=[O:14])[O:15][C:16]([CH3:18])([CH3:17])[CH3:19])[S:5][C:6]=1[C:7]#[N:8]. (5) Given the reactants [C:1]([O:5][C:6](=[O:21])[N:7]([C:14]1[CH:15]=[N:16][CH:17]=[CH:18][C:19]=1I)[CH2:8][CH2:9][S:10]([CH3:13])(=[O:12])=[O:11])([CH3:4])([CH3:3])[CH3:2].[Cl:22][C:23]1[CH:28]=[CH:27][CH:26]=[CH:25][C:24]=1B(O)O, predict the reaction product. The product is: [C:1]([O:5][C:6](=[O:21])[N:7]([C:14]1[CH:15]=[N:16][CH:17]=[CH:18][C:19]=1[C:24]1[CH:25]=[CH:26][CH:27]=[CH:28][C:23]=1[Cl:22])[CH2:8][CH2:9][S:10]([CH3:13])(=[O:12])=[O:11])([CH3:4])([CH3:3])[CH3:2].